This data is from Full USPTO retrosynthesis dataset with 1.9M reactions from patents (1976-2016). The task is: Predict the reactants needed to synthesize the given product. (1) Given the product [F:1][C:46]1[CH:47]=[CH:48][C:49]([O:32][CH:18]([C:12]2[CH:13]=[CH:14][CH:15]=[CH:16][CH:17]=2)[CH2:19][N:20]2[CH2:21][CH2:22][N:23]([C:64]3[CH:63]=[CH:65][CH:68]=[CH:67][CH:66]=3)[CH2:24][CH2:25]2)=[CH:50][CH:51]=1, predict the reactants needed to synthesize it. The reactants are: [F:1]C(F)(F)C1C=CC(O)=CC=1.[C:12]1([CH:18]([OH:32])[CH2:19][N:20]2[CH2:25][CH2:24][NH:23][CH2:22][CH:21]2C2C=CC=CC=2)[CH:17]=[CH:16][CH:15]=[CH:14][CH:13]=1.[C:46]1(P([C:46]2[CH:51]=[CH:50][CH:49]=[CH:48][CH:47]=2)[C:46]2[CH:51]=[CH:50][CH:49]=[CH:48][CH:47]=2)[CH:51]=[CH:50][CH:49]=[CH:48][CH:47]=1.N(C(O[CH:63]([CH3:65])[CH3:64])=O)=NC(OC(C)C)=O.[CH3:66][CH:67](OC(/N=N/C(OC(C)C)=O)=O)[CH3:68]. (2) Given the product [Cl:1][C:2]1[CH:3]=[CH:4][C:5]([C:28]([F:30])([F:29])[F:31])=[C:6]([CH:27]=1)[CH2:7][N:8]1[CH2:13][CH2:12][NH:11][C:10]2[N:14]=[CH:15][C:16]([C:18]3[CH:19]=[C:20]([C:21]([N:41]4[CH2:42][CH2:43][CH:38]([N:32]5[CH2:37][CH2:36][O:35][CH2:34][CH2:33]5)[CH2:39][CH2:40]4)=[O:23])[CH:24]=[CH:25][CH:26]=3)=[CH:17][C:9]1=2, predict the reactants needed to synthesize it. The reactants are: [Cl:1][C:2]1[CH:3]=[CH:4][C:5]([C:28]([F:31])([F:30])[F:29])=[C:6]([CH:27]=1)[CH2:7][N:8]1[CH2:13][CH2:12][NH:11][C:10]2[N:14]=[CH:15][C:16]([C:18]3[CH:19]=[C:20]([CH:24]=[CH:25][CH:26]=3)[C:21]([OH:23])=O)=[CH:17][C:9]1=2.[N:32]1([CH:38]2[CH2:43][CH2:42][NH:41][CH2:40][CH2:39]2)[CH2:37][CH2:36][O:35][CH2:34][CH2:33]1.